This data is from Forward reaction prediction with 1.9M reactions from USPTO patents (1976-2016). The task is: Predict the product of the given reaction. (1) The product is: [C:26]([Si:30]([CH3:32])([CH3:31])[O:18][CH2:17][CH2:16][N:13]1[CH2:12][CH2:11][N:10]([CH2:9][C:8]2[CH:19]=[CH:20][C:5]([N+:2]([O-:4])=[O:3])=[CH:6][CH:7]=2)[CH2:15][CH2:14]1)([CH3:29])([CH3:28])[CH3:27]. Given the reactants Br.[N+:2]([C:5]1[CH:20]=[CH:19][C:8]([CH2:9][N:10]2[CH2:15][CH2:14][N:13]([CH2:16][CH2:17][OH:18])[CH2:12][CH2:11]2)=[CH:7][CH:6]=1)([O-:4])=[O:3].N1C=CN=C1.[C:26]([Si:30](Cl)([CH3:32])[CH3:31])([CH3:29])([CH3:28])[CH3:27], predict the reaction product. (2) Given the reactants [CH3:1][O:2][C:3]1[CH:12]=[CH:11][C:6]2[N:7]=[C:8](N)[S:9][C:5]=2[CH:4]=1.ClC1[CH:21]=[CH:20][C:17]([C:18]#[N:19])=[CH:16][C:15]=1[N+:22]([O-:24])=[O:23].C(O)(=O)C, predict the reaction product. The product is: [NH2:7][C:6]1[CH:11]=[CH:12][C:3]([O:2][CH3:1])=[CH:4][C:5]=1[S:9][C:8]1[CH:21]=[CH:20][C:17]([C:18]#[N:19])=[CH:16][C:15]=1[N+:22]([O-:24])=[O:23].